From a dataset of Full USPTO retrosynthesis dataset with 1.9M reactions from patents (1976-2016). Predict the reactants needed to synthesize the given product. (1) Given the product [NH2:1][CH2:4][CH2:5][CH2:6][C@H:7]1[C:10](=[O:11])[NH:9][C@@H:8]1[C:12]([OH:14])=[O:13], predict the reactants needed to synthesize it. The reactants are: [N:1]([CH2:4][CH2:5][CH2:6][C@H:7]1[C:10](=[O:11])[NH:9][C@@H:8]1[C:12]([OH:14])=[O:13])=[N+]=[N-]. (2) Given the product [I:1][C:2]1[CH:7]=[CH:6][C:5]([O:8][CH:10]2[CH2:11][CH2:12][CH2:13][CH2:14][O:9]2)=[CH:4][CH:3]=1, predict the reactants needed to synthesize it. The reactants are: [I:1][C:2]1[CH:7]=[CH:6][C:5]([OH:8])=[CH:4][CH:3]=1.[O:9]1[CH:14]=[CH:13][CH2:12][CH2:11][CH2:10]1. (3) The reactants are: [NH2:1][C:2]1[C:3]2[N:4]([CH:28]=[CH:29][N:30]=2)[N:5]=[C:6]([C:8]2[C:9]([CH3:27])=[C:10]([NH:14][C:15](=[O:26])[C:16]3[CH:21]=[CH:20][C:19]([C:22]([CH3:25])([CH3:24])[CH3:23])=[CH:18][CH:17]=3)[CH:11]=[CH:12][CH:13]=2)[CH:7]=1.[CH:31]([N:34]([CH:37](C)C)CC)(C)[CH3:32].C(Cl)(Cl)=[O:41].C1(C)C=CC=CC=1. Given the product [C:22]([C:19]1[CH:20]=[CH:21][C:16]([C:15]([NH:14][C:10]2[CH:11]=[CH:12][CH:13]=[C:8]([C:6]3[CH:7]=[C:2]([NH:1][C:37]([NH:34][CH2:31][CH3:32])=[O:41])[C:3]4[N:4]([CH:28]=[CH:29][N:30]=4)[N:5]=3)[C:9]=2[CH3:27])=[O:26])=[CH:17][CH:18]=1)([CH3:25])([CH3:24])[CH3:23], predict the reactants needed to synthesize it. (4) Given the product [CH2:33]([O:36][C:37]([C:2]1[CH:3]=[CH:4][C:5]([CH2:8][NH:9][C:10]([C:12]2[C:13]3[CH:14]=[N:15][N:16]([C:21]4[CH:26]=[CH:25][C:24]([F:27])=[CH:23][CH:22]=4)[C:17]=3[CH:18]=[CH:19][CH:20]=2)=[O:11])=[CH:6][N:7]=1)=[O:39])[CH3:34], predict the reactants needed to synthesize it. The reactants are: Br[C:2]1[N:7]=[CH:6][C:5]([CH2:8][NH:9][C:10]([C:12]2[C:13]3[CH:14]=[N:15][N:16]([C:21]4[CH:26]=[CH:25][C:24]([F:27])=[CH:23][CH:22]=4)[C:17]=3[CH:18]=[CH:19][CH:20]=2)=[O:11])=[CH:4][CH:3]=1.C(N([CH2:33][CH3:34])CC)C.[C]=[O:36].[CH2:37]([OH:39])C. (5) The reactants are: Cl.Cl.Cl.[NH2:4][CH2:5][C:6]1[CH2:12][CH2:11][NH:10][C:9]2[N:13]=[CH:14][N:15]=[C:16]([NH:17][C:18]3[CH:23]=[CH:22][C:21]([O:24][C:25]4[CH:26]=[N:27][C:28]([CH3:31])=[CH:29][CH:30]=4)=[C:20]([CH3:32])[CH:19]=3)[C:8]=2[CH:7]=1.[CH3:33][O:34][CH2:35][CH2:36][O:37][CH2:38][C:39](O)=[O:40].ON1C2C=CC=CC=2N=N1.Cl.C(N=C=NCCCN(C)C)C. Given the product [CH3:33][O:34][CH2:35][CH2:36][O:37][CH2:38][C:39]([NH:4][CH2:5][C:6]1[CH2:12][CH2:11][NH:10][C:9]2[N:13]=[CH:14][N:15]=[C:16]([NH:17][C:18]3[CH:23]=[CH:22][C:21]([O:24][C:25]4[CH:26]=[N:27][C:28]([CH3:31])=[CH:29][CH:30]=4)=[C:20]([CH3:32])[CH:19]=3)[C:8]=2[CH:7]=1)=[O:40], predict the reactants needed to synthesize it. (6) Given the product [CH:10]1([OH:12])[CH2:6][CH2:5][CH2:4][CH2:3][CH2:2][CH:1]1[OH:8], predict the reactants needed to synthesize it. The reactants are: [CH:1]1C[CH2:6][CH2:5][CH2:4][CH2:3][CH:2]=1.[OH:8]O.[CH:10]([OH:12])=O. (7) Given the product [Cl:1][C:2]1[CH:7]=[CH:6][C:5]([CH2:8][CH2:9][C:10]2[CH:11]=[C:12]([OH:16])[CH:13]=[CH:14][CH:15]=2)=[CH:4][CH:3]=1, predict the reactants needed to synthesize it. The reactants are: [Cl:1][C:2]1[CH:7]=[CH:6][C:5]([CH:8]=[CH:9][C:10]2[CH:11]=[C:12]([OH:16])[CH:13]=[CH:14][CH:15]=2)=[CH:4][CH:3]=1. (8) Given the product [C:25]1([NH:28][C:29]([N:18]2[C:19]3[C:15](=[CH:14][C:13]([NH:12][S:9]([C:4]4[CH:3]=[C:2]([Cl:1])[CH:7]=[C:6]([Cl:8])[CH:5]=4)(=[O:11])=[O:10])=[CH:21][CH:20]=3)[CH:16]=[CH:17]2)=[O:30])[CH:26]=[CH:27][CH:22]=[CH:23][CH:24]=1, predict the reactants needed to synthesize it. The reactants are: [Cl:1][C:2]1[CH:3]=[C:4]([S:9]([NH:12][C:13]2[CH:14]=[C:15]3[C:19](=[CH:20][CH:21]=2)[NH:18][CH:17]=[CH:16]3)(=[O:11])=[O:10])[CH:5]=[C:6]([Cl:8])[CH:7]=1.[CH:22]1[CH:23]=[CH:24][C:25]([NH:28][C:29](NC2C=CC=CC=2)=[O:30])=[CH:26][CH:27]=1. (9) Given the product [Br-:10].[CH2:26]([N+:3]1[C:2]([Cl:1])=[C:6]([Cl:7])[N:5]([C:26]2[C:27]3[C:22](=[CH:21][CH:20]=[CH:19][CH:18]=3)[CH:23]=[CH:24][C:25]=2[CH2:11][CH3:12])[CH:4]=1)[CH2:27][CH2:18][CH2:19][CH2:20][CH2:21][CH2:22][CH2:23][CH2:24][CH3:25], predict the reactants needed to synthesize it. The reactants are: [Cl:1][C:2]1[N:3]=[CH:4][NH:5][C:6]=1[Cl:7].[OH-].[K+].[Br:10][CH2:11][CH3:12].[K+].[Br-].BrCC[C:18]1[C:27]2[C:22](=[CH:23][CH:24]=[CH:25][CH:26]=2)[CH:21]=[CH:20][CH:19]=1.